Task: Predict the product of the given reaction.. Dataset: Forward reaction prediction with 1.9M reactions from USPTO patents (1976-2016) (1) Given the reactants [Br:1][C:2]1[CH:3]=[C:4]([S:9]([NH:12][C:13]2[C:18]([OH:19])=[CH:17][C:16]([CH:20]([CH3:22])[CH3:21])=[CH:15][N:14]=2)(=[O:11])=[O:10])[CH:5]=[N:6][C:7]=1[Cl:8].NC1N=CC(C(C)C[OH:32])=CC=1OC.COC1C(N)=NC=C(C(C)C)C=1, predict the reaction product. The product is: [Br:1][C:2]1[CH:3]=[C:4]([S:9]([NH:12][C:13]2[C:18]([OH:19])=[CH:17][C:16]([CH:20]([CH3:22])[CH2:21][OH:32])=[CH:15][N:14]=2)(=[O:11])=[O:10])[CH:5]=[N:6][C:7]=1[Cl:8]. (2) Given the reactants [NH2:1][C:2]1[CH:9]=[CH:8][C:5]([CH2:6][NH2:7])=[CH:4][CH:3]=1.C([O-])(O)=O.[Na+].[N+:15]([C:18]1[CH:23]=[C:22]([N+:24]([O-:26])=[O:25])[CH:21]=[CH:20][C:19]=1F)([O-:17])=[O:16], predict the reaction product. The product is: [NH2:1][C:2]1[CH:9]=[CH:8][C:5]([CH2:6][NH:7][C:19]2[CH:20]=[CH:21][C:22]([N+:24]([O-:26])=[O:25])=[CH:23][C:18]=2[N+:15]([O-:17])=[O:16])=[CH:4][CH:3]=1. (3) Given the reactants [F:1][C:2]1[CH:7]=[CH:6][C:5]([CH2:8][C:9]#N)=[CH:4][C:3]=1[O:11][CH3:12].[CH3:13]I.[H-].[Na+].C[N:18]([CH3:21])C=O, predict the reaction product. The product is: [F:1][C:2]1[CH:7]=[CH:6][C:5]([C:8]([CH3:13])([CH3:9])[C:21]#[N:18])=[CH:4][C:3]=1[O:11][CH3:12]. (4) Given the reactants CON(C)[C:4]([C:6]1[S:7][C:8]2[CH:14]=[C:13]([C:15]([F:18])([F:17])[F:16])[CH:12]=[CH:11][C:9]=2[CH:10]=1)=[O:5].[H-].[H-].[H-].[H-].[Li+].[Al+3].OS([O-])(=O)=O.[K+].O, predict the reaction product. The product is: [F:17][C:15]([F:16])([F:18])[C:13]1[CH:12]=[CH:11][C:9]2[CH:10]=[C:6]([CH:4]=[O:5])[S:7][C:8]=2[CH:14]=1. (5) Given the reactants [NH2:1][C:2]1[CH:3]=[C:4]([CH:15]=[CH:16][C:17]=1[F:18])[O:5][C:6]1[CH:7]=[CH:8][C:9]([C:12](O)=[O:13])=[N:10][CH:11]=1.B, predict the reaction product. The product is: [NH2:1][C:2]1[CH:3]=[C:4]([CH:15]=[CH:16][C:17]=1[F:18])[O:5][C:6]1[CH:7]=[CH:8][C:9]([CH2:12][OH:13])=[N:10][CH:11]=1. (6) Given the reactants Cl[C:2]1[N:3]=[C:4]([N:23]2[CH2:28][CH2:27][O:26][CH2:25][CH2:24]2)[C:5]2[S:10][C:9]([C:11]3[CH:12]=[C:13]([NH:17][C:18](=[O:22])[C@@H:19]([OH:21])[CH3:20])[CH:14]=[CH:15][CH:16]=3)=[CH:8][C:6]=2[N:7]=1.[NH2:29][C:30]1[N:35]=[CH:34][C:33](B2OC(C)(C)C(C)(C)O2)=[CH:32][N:31]=1, predict the reaction product. The product is: [NH2:29][C:30]1[N:35]=[CH:34][C:33]([C:2]2[N:3]=[C:4]([N:23]3[CH2:28][CH2:27][O:26][CH2:25][CH2:24]3)[C:5]3[S:10][C:9]([C:11]4[CH:12]=[C:13]([NH:17][C:18](=[O:22])[C@@H:19]([OH:21])[CH3:20])[CH:14]=[CH:15][CH:16]=4)=[CH:8][C:6]=3[N:7]=2)=[CH:32][N:31]=1. (7) Given the reactants [Br:1][C:2]1[CH:3]=[C:4]2[C:8](=[C:9]([CH:11]([CH3:13])[CH3:12])[CH:10]=1)[NH:7][C:6]1[C:14]([CH2:20][C:21](OCC)=[O:22])([CH2:18][CH3:19])[O:15][CH2:16][CH2:17][C:5]2=1.[Li+].[BH4-].C1COCC1, predict the reaction product. The product is: [Br:1][C:2]1[CH:3]=[C:4]2[C:8](=[C:9]([CH:11]([CH3:12])[CH3:13])[CH:10]=1)[NH:7][C:6]1[C:14]([CH2:20][CH2:21][OH:22])([CH2:18][CH3:19])[O:15][CH2:16][CH2:17][C:5]2=1. (8) Given the reactants [NH2:1][C:2]1[C:7]([NH2:8])=[C:6]([NH:9][C@@H:10]2[C@@H:15]3[CH2:16][C@@H:12]([CH:13]=[CH:14]3)[C@@H:11]2[C:17]([NH2:19])=[O:18])[CH:5]=[CH:4][N:3]=1.[N:20]1([CH2:26][C:27]2[CH:28]=[C:29]([CH:32]=[CH:33][CH:34]=2)[CH:30]=O)[CH2:25][CH2:24][O:23][CH2:22][CH2:21]1, predict the reaction product. The product is: [N:20]1([CH2:26][C:27]2[CH:28]=[C:29]([C:30]3[NH:1][C:2]4=[N:3][CH:4]=[CH:5][C:6]([NH:9][C@@H:10]5[C@@H:15]6[CH2:16][C@@H:12]([CH:13]=[CH:14]6)[C@@H:11]5[C:17]([NH2:19])=[O:18])=[C:7]4[N:8]=3)[CH:32]=[CH:33][CH:34]=2)[CH2:21][CH2:22][O:23][CH2:24][CH2:25]1. (9) Given the reactants [NH2:1][CH:2]1[CH2:7][CH2:6][CH2:5][CH:4]([NH:8][C:9]2[CH:16]=[CH:15][C:12]([C:13]#[N:14])=[C:11]([C:17]([F:20])([F:19])[F:18])[CH:10]=2)[CH2:3]1.[CH:21](=O)[C:22]1C=CC=CC=1.[H-].[Na+].ICC, predict the reaction product. The product is: [NH2:1][CH:2]1[CH2:7][CH2:6][CH2:5][CH:4]([N:8]([CH2:21][CH3:22])[C:9]2[CH:16]=[CH:15][C:12]([C:13]#[N:14])=[C:11]([C:17]([F:18])([F:19])[F:20])[CH:10]=2)[CH2:3]1.